Dataset: Forward reaction prediction with 1.9M reactions from USPTO patents (1976-2016). Task: Predict the product of the given reaction. (1) Given the reactants [NH2:1][C:2]1[CH:3]=[C:4]([C:9]#[C:10][C:11]2[CH:12]=[N:13][CH:14]=[C:15]([CH:18]=2)[C:16]#[N:17])[CH:5]=[CH:6][C:7]=1[F:8].[CH3:19][S:20](Cl)(=[O:22])=[O:21], predict the reaction product. The product is: [C:16]([C:15]1[CH:18]=[C:11]([C:10]#[C:9][C:4]2[CH:5]=[CH:6][C:7]([F:8])=[C:2]([NH:1][S:20]([CH3:19])(=[O:22])=[O:21])[CH:3]=2)[CH:12]=[N:13][CH:14]=1)#[N:17]. (2) Given the reactants [NH2:1][C:2]1[N:7]=[C:6](/[C:8](=[C:11]2\[NH:12][C:13]3[CH:21]=[CH:20][CH:19]=[CH:18][C:14]=3[N:15]\2[CH2:16][CH3:17])/[C:9]#[N:10])[C:5]([CH3:22])=[CH:4][N:3]=1.[CH3:23][C:24]([O:27][C:28]([N:30]1[CH2:35][CH:34]([C:36](O)=[O:37])[CH2:33][CH2:32][CH2:31]1)=[O:29])([CH3:26])[CH3:25], predict the reaction product. The product is: [C:9](/[C:8](=[C:11]1/[NH:12][C:13]2[CH:21]=[CH:20][CH:19]=[CH:18][C:14]=2[N:15]/1[CH2:16][CH3:17])/[C:6]1[C:5]([CH3:22])=[CH:4][N:3]=[C:2]([NH:1][C:36]([CH:34]2[CH2:33][CH2:32][CH2:31][N:30]([C:28]([O:27][C:24]([CH3:26])([CH3:25])[CH3:23])=[O:29])[CH2:35]2)=[O:37])[N:7]=1)#[N:10]. (3) Given the reactants [Cl:1][C:2]1[CH:7]=[CH:6][C:5]([C:8]2[C:12]([C:13]3[CH:18]=[CH:17][N:16]=[CH:15][N:14]=3)=[C:11]([CH:19]3[CH2:24][CH2:23][C:22](=[O:25])[CH2:21][CH2:20]3)[N:10](COCC[Si](C)(C)C)[N:9]=2)=[CH:4][CH:3]=1.CCC(C)[BH-](C(C)CC)C(C)CC.[Na+], predict the reaction product. The product is: [Cl:1][C:2]1[CH:7]=[CH:6][C:5]([C:8]2[C:12]([C:13]3[CH:18]=[CH:17][N:16]=[CH:15][N:14]=3)=[C:11]([C@H:19]3[CH2:24][CH2:23][C@H:22]([OH:25])[CH2:21][CH2:20]3)[NH:10][N:9]=2)=[CH:4][CH:3]=1. (4) Given the reactants [NH:1]([C:3]1[N:8]=[CH:7][CH:6]=[CH:5][N:4]=1)[NH2:2].C(N(CC)CC)C.C[O:17][C:18](=O)[N:19]=[C:20](SC)[C:21]([C:35]1[CH:40]=[C:39]([O:41][CH3:42])[CH:38]=[C:37]([O:43][CH2:44][CH2:45][F:46])[C:36]=1[F:47])=[N:22][C:23]1[CH:28]=[CH:27][C:26]([C:29]2[N:33]=[C:32]([CH3:34])[O:31][N:30]=2)=[CH:25][CH:24]=1, predict the reaction product. The product is: [F:47][C:36]1[C:37]([O:43][CH2:44][CH2:45][F:46])=[CH:38][C:39]([O:41][CH3:42])=[CH:40][C:35]=1[CH:21]([NH:22][C:23]1[CH:28]=[CH:27][C:26]([C:29]2[N:33]=[C:32]([CH3:34])[O:31][N:30]=2)=[CH:25][CH:24]=1)[C:20]1[NH:19][C:18](=[O:17])[N:1]([C:3]2[N:8]=[CH:7][CH:6]=[CH:5][N:4]=2)[N:2]=1. (5) Given the reactants [CH:1]1[C:12]2=[C:13]3[CH:8]([CH2:9][CH2:10][CH2:11]2)[CH2:7][CH2:6][CH2:5][C:4]3=[CH:3][C:2]=1[NH2:14].I[C:16]1[CH:26]=[CH:25][C:19]([C:20]([O:22][CH2:23][CH3:24])=[O:21])=[CH:18][CH:17]=1.C1(P(C2C=CC=CC=2)C2C=CC3C(=CC=CC=3)C=2C2C3C(=CC=CC=3)C=CC=2P(C2C=CC=CC=2)C2C=CC=CC=2)C=CC=CC=1.C(=O)([O-])[O-].[Cs+].[Cs+], predict the reaction product. The product is: [CH:1]1[C:12]2=[C:13]3[CH:8]([CH2:9][CH2:10][CH2:11]2)[CH2:7][CH2:6][CH2:5][C:4]3=[CH:3][C:2]=1[NH:14][C:16]1[CH:26]=[CH:25][C:19]([C:20]([O:22][CH2:23][CH3:24])=[O:21])=[CH:18][CH:17]=1. (6) Given the reactants [CH3:1][S:2]([C:4]1[CH:9]=[C:8]([CH2:10][CH2:11][C:12]([O:14]C(C)(C)C)=[O:13])[CH:7]=[C:6]([C:19]2[S:20][C:21]3[CH:29]=[CH:28][CH:27]=[CH:26][C:22]=3[C:23](=[O:25])[N:24]=2)[N:5]=1)=[O:3].C(OC(C)C)(C)C, predict the reaction product. The product is: [CH3:1][S:2]([C:4]1[CH:9]=[C:8]([CH2:10][CH2:11][C:12]([OH:14])=[O:13])[CH:7]=[C:6]([C:19]2[S:20][C:21]3[CH:29]=[CH:28][CH:27]=[CH:26][C:22]=3[C:23](=[O:25])[N:24]=2)[N:5]=1)=[O:3]. (7) Given the reactants [CH2:1]([N:8]([CH2:24][C@H:25]([OH:46])[CH2:26][O:27][C:28]1[CH:33]=[CH:32][C:31]([O:34][CH2:35][C:36]2[CH:41]=[CH:40][CH:39]=[CH:38][CH:37]=2)=[C:30]([S:42]([CH3:45])(=[O:44])=[O:43])[CH:29]=1)[C@H:9]1[CH2:14][CH2:13][C@H:12]([C:15]2[CH:23]=[CH:22][C:18]([C:19](O)=[O:20])=[CH:17][CH:16]=2)[CH2:11][CH2:10]1)[C:2]1[CH:7]=[CH:6][CH:5]=[CH:4][CH:3]=1.ON1C2C=CC=CC=2N=N1.Cl.C(N=C=NCCCN(C)C)C.[F:69][C:70]1[CH:77]=[CH:76][C:73]([CH2:74][NH2:75])=[CH:72][CH:71]=1, predict the reaction product. The product is: [CH2:1]([N:8]([CH2:24][C@H:25]([OH:46])[CH2:26][O:27][C:28]1[CH:33]=[CH:32][C:31]([O:34][CH2:35][C:36]2[CH:37]=[CH:38][CH:39]=[CH:40][CH:41]=2)=[C:30]([S:42]([CH3:45])(=[O:43])=[O:44])[CH:29]=1)[C@H:9]1[CH2:10][CH2:11][C@H:12]([C:15]2[CH:16]=[CH:17][C:18]([C:19]([NH:75][CH2:74][C:73]3[CH:76]=[CH:77][C:70]([F:69])=[CH:71][CH:72]=3)=[O:20])=[CH:22][CH:23]=2)[CH2:13][CH2:14]1)[C:2]1[CH:3]=[CH:4][CH:5]=[CH:6][CH:7]=1. (8) Given the reactants [Br:1][C:2]1[N:7]=[C:6]2[C:8]([C:11]([NH:13][C:14]3([CH3:17])[CH2:16][CH2:15]3)=[O:12])=[CH:9][NH:10][C:5]2=[N:4][CH:3]=1.CCN(CC)CC.Cl[C:26]([C:39]1[CH:44]=[CH:43][CH:42]=[CH:41][CH:40]=1)([C:33]1[CH:38]=[CH:37][CH:36]=[CH:35][CH:34]=1)[C:27]1[CH:32]=[CH:31][CH:30]=[CH:29][CH:28]=1, predict the reaction product. The product is: [Br:1][C:2]1[N:7]=[C:6]2[C:8]([C:11]([NH:13][C:14]3([CH3:17])[CH2:15][CH2:16]3)=[O:12])=[CH:9][N:10]([C:26]([C:27]3[CH:32]=[CH:31][CH:30]=[CH:29][CH:28]=3)([C:39]3[CH:40]=[CH:41][CH:42]=[CH:43][CH:44]=3)[C:33]3[CH:34]=[CH:35][CH:36]=[CH:37][CH:38]=3)[C:5]2=[N:4][CH:3]=1. (9) Given the reactants [CH2:1]([C:3]1([NH:27]C(=O)OC(C)(C)C)[CH2:8][CH2:7][CH:6]([O:9][C:10]2[C:21]3[C:20]4[C@@H:19]([CH2:22][C@H:23]([OH:26])[CH:24]=[CH2:25])[CH2:18][CH2:17][C:16]=4[S:15][C:14]=3[N:13]=[CH:12][N:11]=2)[CH2:5][CH2:4]1)[CH3:2].Cl, predict the reaction product. The product is: [NH2:27][C:3]1([CH2:1][CH3:2])[CH2:8][CH2:7][CH:6]([O:9][C:10]2[C:21]3[C:20]4[C@@H:19]([CH2:22][C@H:23]([OH:26])[CH:24]=[CH2:25])[CH2:18][CH2:17][C:16]=4[S:15][C:14]=3[N:13]=[CH:12][N:11]=2)[CH2:5][CH2:4]1.